This data is from Forward reaction prediction with 1.9M reactions from USPTO patents (1976-2016). The task is: Predict the product of the given reaction. (1) Given the reactants [C:1]1([S-:7])[CH:6]=[CH:5][CH:4]=[CH:3][CH:2]=1.[Na+].Cl[C:10]1[CH:15]=[CH:14][C:13]([CH2:16][CH3:17])=[CH:12][C:11]=1[N+:18]([O-:20])=[O:19].ClC1C=CC(C)=CC=1[N+]([O-])=O, predict the reaction product. The product is: [CH2:16]([C:13]1[CH:14]=[CH:15][C:10]([S:7][C:1]2[CH:6]=[CH:5][CH:4]=[CH:3][CH:2]=2)=[C:11]([N+:18]([O-:20])=[O:19])[CH:12]=1)[CH3:17]. (2) Given the reactants Cl.[C:2]([N:5]([CH2:37][C:38]1[CH:43]=[C:42]([C:44]([F:47])([F:46])[F:45])[CH:41]=[C:40]([C:48]([F:51])([F:50])[F:49])[CH:39]=1)[CH:6]1[CH2:12][CH2:11][CH2:10][N:9]([C:13]([O:15][CH:16]([CH3:18])[CH3:17])=[O:14])[C:8]2[CH:19]=[C:20]([N:23]=C(C3C=CC=CC=3)C3C=CC=CC=3)[CH:21]=[CH:22][C:7]1=2)(=[O:4])[CH3:3], predict the reaction product. The product is: [C:2]([N:5]([CH2:37][C:38]1[CH:39]=[C:40]([C:48]([F:51])([F:50])[F:49])[CH:41]=[C:42]([C:44]([F:47])([F:45])[F:46])[CH:43]=1)[CH:6]1[CH2:12][CH2:11][CH2:10][N:9]([C:13]([O:15][CH:16]([CH3:18])[CH3:17])=[O:14])[C:8]2[CH:19]=[C:20]([NH2:23])[CH:21]=[CH:22][C:7]1=2)(=[O:4])[CH3:3]. (3) Given the reactants [F:1][C:2]1[CH:7]=[CH:6][C:5]([C:8]2([CH2:13][NH2:14])[O:12][CH2:11][CH2:10][O:9]2)=[CH:4][CH:3]=1.[Cl:15][C:16]1[CH:17]=[C:18]2[C:22](=[CH:23][CH:24]=1)[NH:21][C:20]([C:25](O)=[O:26])=[CH:19]2.CCN(C(C)C)C(C)C.C1C=CC2N(O)N=NC=2C=1.O.CCN=C=NCCCN(C)C, predict the reaction product. The product is: [F:1][C:2]1[CH:3]=[CH:4][C:5]([C:8]2([CH2:13][NH:14][C:25]([C:20]3[NH:21][C:22]4[C:18]([CH:19]=3)=[CH:17][C:16]([Cl:15])=[CH:24][CH:23]=4)=[O:26])[O:9][CH2:10][CH2:11][O:12]2)=[CH:6][CH:7]=1. (4) Given the reactants [CH3:1][CH:2]([N:4]1[C:8]([C:9]([O:11][CH3:12])=[O:10])=[CH:7][CH:6]=[N:5]1)[CH3:3].[Cl:13]N1C(=O)CCC1=O, predict the reaction product. The product is: [Cl:13][C:7]1[CH:6]=[N:5][N:4]([CH:2]([CH3:1])[CH3:3])[C:8]=1[C:9]([O:11][CH3:12])=[O:10].